This data is from Forward reaction prediction with 1.9M reactions from USPTO patents (1976-2016). The task is: Predict the product of the given reaction. (1) Given the reactants [CH3:1][N:2]1[CH:6]=[CH:5][N:4]=[CH:3]1.[Li]CCCC.CCCCCC.Cl[Si](CC)(CC)CC.CON(C)[C:29](=[O:36])[C:30]1[CH:35]=[CH:34][CH:33]=[N:32][CH:31]=1, predict the reaction product. The product is: [CH3:1][N:2]1[C:6]([C:29]([C:30]2[CH:31]=[N:32][CH:33]=[CH:34][CH:35]=2)=[O:36])=[CH:5][N:4]=[CH:3]1. (2) Given the reactants [CH3:1][O:2][C:3]([NH:5][C@@H:6]([CH:52]([CH3:54])[CH3:53])[C:7]([N:9]1[CH2:13][CH2:12][CH2:11][C@H:10]1[C:14]1[NH:15][C:16]([C:19]2[CH:24]=[CH:23][C:22]([C:25]3[CH:26]=[C:27]4[C:49](=[CH:50][CH:51]=3)[C:31]3[NH:32][C:33]([C@@H:35]5[C@@H:40]6[CH2:41][C@@H:37]([CH2:38][CH2:39]6)[N:36]5C(OC(C)(C)C)=O)=[N:34][C:30]=3[CH:29]=[CH:28]4)=[CH:21][CH:20]=2)=[CH:17][N:18]=1)=[O:8])=[O:4].Cl.[CH3:56][O:57][C:58]([NH:60][C@@H:61]([CH:65]([CH3:67])[CH3:66])[C:62](O)=[O:63])=[O:59].CN(C(ON1N=NC2C=CC=NC1=2)=[N+](C)C)C.F[P-](F)(F)(F)(F)F.CCN(C(C)C)C(C)C, predict the reaction product. The product is: [CH3:66][CH:65]([CH3:67])[C@H:61]([NH:60][C:58](=[O:59])[O:57][CH3:56])[C:62]([N:36]1[C@H:35]([C:33]2[NH:32][C:31]3[C:49]4[C:27]([CH:28]=[CH:29][C:30]=3[N:34]=2)=[CH:26][C:25]([C:22]2[CH:21]=[CH:20][C:19]([C:16]3[NH:15][C:14]([C@@H:10]5[CH2:11][CH2:12][CH2:13][N:9]5[C:7](=[O:8])[C@@H:6]([NH:5][C:3]([O:2][CH3:1])=[O:4])[CH:52]([CH3:54])[CH3:53])=[N:18][CH:17]=3)=[CH:24][CH:23]=2)=[CH:51][CH:50]=4)[C@@H:40]2[CH2:41][C@H:37]1[CH2:38][CH2:39]2)=[O:63]. (3) Given the reactants [Cl:1][C:2]1[CH:7]=[CH:6][C:5]([C:8]2([CH3:37])[C:12]([C:14]3[CH:19]=[CH:18][C:17]([Cl:20])=[CH:16][CH:15]=3)([CH3:13])[N:11]([C:21](Cl)=[O:22])[C:10]([C:24]3[CH:29]=[CH:28][C:27]([C:30]([F:33])([F:32])[F:31])=[CH:26][C:25]=3[O:34][CH2:35][CH3:36])=[N:9]2)=[CH:4][CH:3]=1.[NH2:38][CH2:39][CH:40]([OH:43])[CH2:41][OH:42], predict the reaction product. The product is: [OH:43][CH:40]([CH2:41][OH:42])[CH2:39][NH:38][C:21]([N:11]1[C:12]([C:14]2[CH:19]=[CH:18][C:17]([Cl:20])=[CH:16][CH:15]=2)([CH3:13])[C:8]([C:5]2[CH:4]=[CH:3][C:2]([Cl:1])=[CH:7][CH:6]=2)([CH3:37])[N:9]=[C:10]1[C:24]1[CH:29]=[CH:28][C:27]([C:30]([F:31])([F:33])[F:32])=[CH:26][C:25]=1[O:34][CH2:35][CH3:36])=[O:22]. (4) Given the reactants [CH3:1][C:2]1[CH:8]=[CH:7][CH:6]=[C:5]([CH3:9])[C:3]=1[NH2:4].[O:10]=[C:11]1[C:19]2[C:14](=[CH:15][C:16]([C:20]([OH:22])=[O:21])=[CH:17][CH:18]=2)[C:13](=O)[O:12]1.O, predict the reaction product. The product is: [CH3:1][C:2]1[CH:8]=[CH:7][CH:6]=[C:5]([CH3:9])[C:3]=1[N:4]1[C:13](=[O:12])[C:14]2[C:19](=[CH:18][CH:17]=[C:16]([C:20]([OH:22])=[O:21])[CH:15]=2)[C:11]1=[O:10].